Dataset: SARS-CoV-2 main protease (3CLPro) crystallographic fragment screen with 879 compounds. Task: Binary Classification. Given a drug SMILES string, predict its activity (active/inactive) in a high-throughput screening assay against a specified biological target. (1) The drug is CCNc1ccc(S(C)(=O)=O)cc1F. The result is 0 (inactive). (2) The drug is COc1ccc(N2CC(C(N)=O)CC2=O)cc1. The result is 0 (inactive). (3) The molecule is NCc1ccccc1OC(F)(F)F. The result is 0 (inactive). (4) The drug is Nc1cc(Br)ccn1. The result is 0 (inactive). (5) The molecule is Cl.NC(=O)C1(N)CC1. The result is 0 (inactive). (6) The compound is O=C1CCCN1. The result is 0 (inactive). (7) The compound is C[C@H]1CNC[C@H](CO)C1. The result is 0 (inactive).